This data is from Full USPTO retrosynthesis dataset with 1.9M reactions from patents (1976-2016). The task is: Predict the reactants needed to synthesize the given product. (1) Given the product [Br:1][C:2]1[N:3]([CH2:24][O:25][CH2:26][CH2:27][Si:28]([CH3:31])([CH3:30])[CH3:29])[N:4]=[C:5]2[C:14]3[CH:13]=[CH:12][C:11]([C:38]#[C:37][Si:28]([CH3:30])([CH3:29])[CH3:27])=[CH:10][C:9]=3[C:8]([C:16]3[C:21]([F:22])=[CH:20][CH:19]=[CH:18][C:17]=3[F:23])=[N:7][C:6]=12, predict the reactants needed to synthesize it. The reactants are: [Br:1][C:2]1[N:3]([CH2:24][O:25][CH2:26][CH2:27][Si:28]([CH3:31])([CH3:30])[CH3:29])[N:4]=[C:5]2[C:14]3[CH:13]=[CH:12][C:11](I)=[CH:10][C:9]=3[C:8]([C:16]3[C:21]([F:22])=[CH:20][CH:19]=[CH:18][C:17]=3[F:23])=[N:7][C:6]=12.C(N([CH2:37][CH3:38])CC)C. (2) Given the product [Cl:12][C:9]1[CH:10]=[C:11]2[C:6](=[CH:7][CH:8]=1)[C:5](=[O:13])[O:4][C:3]([CH:14]([OH:16])[CH3:15])=[C:2]2[C:17]1[CH:22]=[CH:21][CH:20]=[CH:19][CH:18]=1, predict the reactants needed to synthesize it. The reactants are: Br[C:2]1[C:11]2[C:6](=[CH:7][CH:8]=[C:9]([Cl:12])[CH:10]=2)[C:5](=[O:13])[O:4][C:3]=1[CH:14]([OH:16])[CH3:15].[C:17]1(B(O)O)[CH:22]=[CH:21][CH:20]=[CH:19][CH:18]=1.